From a dataset of Reaction yield outcomes from USPTO patents with 853,638 reactions. Predict the reaction yield, written as a fraction of the theoretical maximum amount of product (1.0 means a 100% yield; for example, 0.34 means a 34% yield). (1) The reactants are C(OC(=O)[NH:7][CH:8]1[CH2:13][CH2:12][CH:11]([CH2:14][NH:15][C:16]2[C:21]([N+:22]([O-:24])=[O:23])=[CH:20][N:19]=[C:18]([NH:25][CH2:26][C:27]3[CH:36]=[CH:35][CH:34]=[C:33]4[C:28]=3[CH:29]=[CH:30][CH:31]=[N:32]4)[N:17]=2)[CH2:10][CH2:9]1)(C)(C)C.C(O)(C(F)(F)F)=O.C([O-])([O-])=O.[Na+].[Na+]. The catalyst is C(Cl)Cl. The product is [NH2:7][C@H:8]1[CH2:13][CH2:12][C@H:11]([CH2:14][NH:15][C:16]2[C:21]([N+:22]([O-:24])=[O:23])=[CH:20][N:19]=[C:18]([NH:25][CH2:26][C:27]3[CH:36]=[CH:35][CH:34]=[C:33]4[C:28]=3[CH:29]=[CH:30][CH:31]=[N:32]4)[N:17]=2)[CH2:10][CH2:9]1. The yield is 0.790. (2) The reactants are [Br:1][C:2]1[CH:7]=[CH:6][C:5]([O:8][CH3:9])=[CH:4][C:3]=1[Cl:10].[S:11]([Cl:15])(=O)(=[O:13])[OH:12]. No catalyst specified. The product is [Br:1][C:2]1[C:3]([Cl:10])=[CH:4][C:5]([O:8][CH3:9])=[C:6]([S:11]([Cl:15])(=[O:13])=[O:12])[CH:7]=1. The yield is 0.270. (3) The reactants are [Cl:1][C:2]1[CH:3]=[C:4]([C@@H:12]([CH2:31][CH:32]2[CH2:36][CH2:35][CH2:34][CH2:33]2)[C:13]([NH:15][C:16]2[CH:20]=[CH:19][N:18]([CH2:21][C:22]3[CH:23]=[C:24]([CH:28]=[CH:29][CH:30]=3)[C:25](Cl)=[O:26])[N:17]=2)=[O:14])[CH:5]=[CH:6][C:7]=1[S:8]([CH3:11])(=[O:10])=[O:9].ClC1C=C([C@@H](CC2CCCC2)[C:49]([NH:51]C2C=CN(CC3C=C(C=CC=3)C(N)=O)N=2)=O)C=CC=1S(C)(=O)=O.CN.O. The catalyst is C(Cl)Cl. The product is [Cl:1][C:2]1[CH:3]=[C:4]([C@@H:12]([CH2:31][CH:32]2[CH2:36][CH2:35][CH2:34][CH2:33]2)[C:13]([NH:15][C:16]2[CH:20]=[CH:19][N:18]([CH2:21][C:22]3[CH:23]=[C:24]([CH:28]=[CH:29][CH:30]=3)[C:25]([NH:51][CH3:49])=[O:26])[N:17]=2)=[O:14])[CH:5]=[CH:6][C:7]=1[S:8]([CH3:11])(=[O:9])=[O:10]. The yield is 0.390.